Dataset: Forward reaction prediction with 1.9M reactions from USPTO patents (1976-2016). Task: Predict the product of the given reaction. (1) Given the reactants [O:1]=[C:2]([CH2:7][C:8]1[CH:13]=[CH:12][CH:11]=[CH:10][CH:9]=1)[C:3]([O:5][CH3:6])=[O:4].[H][H], predict the reaction product. The product is: [OH:1][CH:2]([CH2:7][C:8]1[CH:13]=[CH:12][CH:11]=[CH:10][CH:9]=1)[C:3]([O:5][CH3:6])=[O:4]. (2) Given the reactants [Li+].CC([N-]C(C)C)C.[CH2:9]([O:11][C:12](=[O:19])[CH2:13][O:14][CH2:15][CH2:16][CH:17]=[CH2:18])[CH3:10].[CH3:20][C:21]1[CH:22]=[C:23]([CH:26]=[C:27]([CH3:44])[C:28]=1[O:29][CH2:30][CH2:31][C:32]1[N:33]=[C:34]([C:38]2[CH:43]=[CH:42][CH:41]=[CH:40][CH:39]=2)[O:35][C:36]=1[CH3:37])[CH:24]=[O:25], predict the reaction product. The product is: [CH2:9]([O:11][C:12](=[O:19])[CH:13]([O:14][CH2:15][CH2:16][CH:17]=[CH2:18])[CH:24]([C:23]1[CH:22]=[C:21]([CH3:20])[C:28]([O:29][CH2:30][CH2:31][C:32]2[N:33]=[C:34]([C:38]3[CH:39]=[CH:40][CH:41]=[CH:42][CH:43]=3)[O:35][C:36]=2[CH3:37])=[C:27]([CH3:44])[CH:26]=1)[OH:25])[CH3:10].